Dataset: Reaction yield outcomes from USPTO patents with 853,638 reactions. Task: Predict the reaction yield, written as a fraction of the theoretical maximum amount of product (1.0 means a 100% yield; for example, 0.34 means a 34% yield). (1) The reactants are [H-].[Na+].[NH:3]1[CH:7]=[CH:6][CH:5]=[CH:4]1.F[S:9]([C:12]1[N:13]=[N:14][C:15]([O:18][CH3:19])=[CH:16][CH:17]=1)(=[O:11])=[O:10]. The catalyst is CN(C=O)C. The product is [CH3:19][O:18][C:15]1[N:14]=[N:13][C:12]([S:9]([N:3]2[CH:7]=[CH:6][CH:5]=[CH:4]2)(=[O:11])=[O:10])=[CH:17][CH:16]=1. The yield is 0.300. (2) The reactants are [CH3:1][O:2][C:3]1[CH:8]=[C:7]([O:9][CH3:10])[CH:6]=[CH:5][C:4]=1[C:11](=O)[CH2:12][N:13]1[CH2:17][CH2:16][CH2:15][CH:14]1[C:18]1[CH:23]=[CH:22][CH:21]=[C:20]([O:24][CH2:25][CH2:26][CH2:27][N:28]2[CH2:33][CH2:32][CH2:31][CH2:30][CH2:29]2)[CH:19]=1.N. The catalyst is CO.C(Cl)Cl. The product is [CH3:1][O:2][C:3]1[CH:8]=[C:7]([O:9][CH3:10])[CH:6]=[CH:5][C:4]=1[C@H:11]1[C:23]2[C:18](=[CH:19][C:20]([O:24][CH2:25][CH2:26][CH2:27][N:28]3[CH2:33][CH2:32][CH2:31][CH2:30][CH2:29]3)=[CH:21][CH:22]=2)[C@@H:14]2[CH2:15][CH2:16][CH2:17][N:13]2[CH2:12]1. The yield is 0.780. (3) The reactants are [C@@H:1]1([N:10]2[CH:17]=[CH:16][C:14](=[O:15])[NH:13][C:11]2=[O:12])[O:7][C@H:6]([CH2:8][OH:9])[C@@H:4]([OH:5])[C@@H:2]1[OH:3].[I:18]I.[N+]([O-])(O)=O. The catalyst is C(Cl)(Cl)Cl. The product is [C@@H:1]1([N:10]2[CH:17]=[C:16]([I:18])[C:14](=[O:15])[NH:13][C:11]2=[O:12])[O:7][C@H:6]([CH2:8][OH:9])[C@@H:4]([OH:5])[C@@H:2]1[OH:3]. The yield is 0.620.